Dataset: Catalyst prediction with 721,799 reactions and 888 catalyst types from USPTO. Task: Predict which catalyst facilitates the given reaction. (1) Reactant: Cl.Cl.[NH:3]1[CH2:8][CH2:7][CH:6]([NH:9][C:10]2[N:15]=[CH:14][C:13](/[CH:16]=[CH:17]/[C:18]([O:20][CH2:21][CH3:22])=[O:19])=[CH:12][CH:11]=2)[CH2:5][CH2:4]1.CCN(CC)CC.[Cl:30][C:31]1[CH:36]=[CH:35][C:34]([N:37]=[C:38]=[O:39])=[CH:33][CH:32]=1.O. Product: [Cl:30][C:31]1[CH:36]=[CH:35][C:34]([NH:37][C:38]([N:3]2[CH2:8][CH2:7][CH:6]([NH:9][C:10]3[N:15]=[CH:14][C:13](/[CH:16]=[CH:17]/[C:18]([O:20][CH2:21][CH3:22])=[O:19])=[CH:12][CH:11]=3)[CH2:5][CH2:4]2)=[O:39])=[CH:33][CH:32]=1. The catalyst class is: 3. (2) Reactant: Cl[CH2:2][C:3]([NH:5][C:6]1[CH:19]=[CH:18][C:9]2[O:10][C:11]3[CH2:17][CH2:16][CH2:15][CH2:14][CH2:13][C:12]=3[C:8]=2[CH:7]=1)=[O:4].[CH3:20][N:21]([CH3:26])[CH2:22][CH2:23][NH:24][CH3:25].C(=O)([O-])[O-].[Cs+].[Cs+]. Product: [CH3:20][N:21]([CH3:26])[CH2:22][CH2:23][N:24]([CH3:25])[CH2:2][C:3]([NH:5][C:6]1[CH:19]=[CH:18][C:9]2[O:10][C:11]3[CH2:17][CH2:16][CH2:15][CH2:14][CH2:13][C:12]=3[C:8]=2[CH:7]=1)=[O:4]. The catalyst class is: 10. (3) Reactant: [F:1][C:2]1[CH:7]=[CH:6][C:5]([S:8]([CH:11]2[CH2:16][CH2:15][N:14](C(OC(C)(C)C)=O)[CH2:13][CH2:12]2)(=[O:10])=[O:9])=[CH:4][CH:3]=1.[ClH:24]. Product: [ClH:24].[F:1][C:2]1[CH:3]=[CH:4][C:5]([S:8]([CH:11]2[CH2:16][CH2:15][NH:14][CH2:13][CH2:12]2)(=[O:9])=[O:10])=[CH:6][CH:7]=1. The catalyst class is: 5. (4) Reactant: [Cl:1][C:2]1[CH:11]=[CH:10][C:5]([C:6]([NH:8][NH2:9])=[S:7])=[CH:4][CH:3]=1.[C:12](N1C=CN=C1)(N1C=CN=C1)=[O:13].Cl. Product: [Cl:1][C:2]1[CH:11]=[CH:10][C:5]([C:6]2[S:7][C:12](=[O:13])[NH:9][N:8]=2)=[CH:4][CH:3]=1. The catalyst class is: 7. (5) Reactant: [F:1][C:2]1[CH:7]=[CH:6][C:5]([CH:8]([OH:26])[CH:9]([CH2:13][C:14]2[CH:19]=[CH:18][CH:17]=[C:16]([O:20][CH2:21][C:22]([F:25])([F:24])[F:23])[CH:15]=2)C(O)=O)=[CH:4][CH:3]=1.C1(P(N=[N+]=[N-])(C2C=CC=CC=2)=O)C=CC=CC=1.C([N:46]([CH2:49]C)CC)C.[OH2:51]. Product: [F:1][C:2]1[CH:3]=[CH:4][C:5]([CH:8]2[O:26][C:49](=[O:51])[NH:46][CH:9]2[CH2:13][C:14]2[CH:19]=[CH:18][CH:17]=[C:16]([O:20][CH2:21][C:22]([F:24])([F:23])[F:25])[CH:15]=2)=[CH:6][CH:7]=1. The catalyst class is: 7. (6) Reactant: [Cl:1][C:2]1[C:3]([F:11])=[N:4][C:5]([F:10])=[C:6]([F:9])[C:7]=1F.[F:12][C:13]([F:17])([F:16])[CH2:14][O-:15].[Na+].C(O)C(F)(F)F.[H-].[Na+]. Product: [Cl:1][C:2]1[C:3]([F:11])=[N:4][C:5]([F:10])=[C:6]([F:9])[C:7]=1[O:15][CH2:14][C:13]([F:17])([F:16])[F:12]. The catalyst class is: 1. (7) The catalyst class is: 39. Reactant: [F:1][C:2]1[CH:3]=[C:4]2[C:11]([C:12]3[N:13]=[N:14][C:15]4[C:20]5([CH2:22][CH2:21]5)[C:19](=[O:23])[NH:18][C:16]=4[N:17]=3)=[N:10][NH:9][C:5]2=[N:6][C:7]=1[CH3:8].C(=O)([O-])[O-].[Cs+].[Cs+].Br[CH2:31][C:32]1[CH:37]=[CH:36][C:35]([CH3:38])=[CH:34][C:33]=1[F:39]. Product: [F:1][C:2]1[CH:3]=[C:4]2[C:11]([C:12]3[N:13]=[N:14][C:15]4[C:20]5([CH2:22][CH2:21]5)[C:19](=[O:23])[NH:18][C:16]=4[N:17]=3)=[N:10][N:9]([CH2:31][C:32]3[CH:37]=[CH:36][C:35]([CH3:38])=[CH:34][C:33]=3[F:39])[C:5]2=[N:6][C:7]=1[CH3:8]. (8) Reactant: [NH:1]1[CH:9]=[C:7]([CH3:8])[C:5](=[O:6])[NH:4][C:2]1=[O:3].C(O[C@@H:14]1[C:18]([F:20])([CH3:19])[C@@:17]([O:22][C:23](=[O:25])[CH3:24])([CH3:21])[CH:16]([CH2:26][O:27][C:28](=[O:35])[C:29]2[CH:34]=[CH:33][CH:32]=[CH:31][CH:30]=2)[O:15]1)(=O)C.Cl[Sn](Cl)(Cl)Cl.C(=O)(O)[O-].[Na+]. Product: [C:28]([O:27][CH2:26][C@@H:16]1[C:17]([O:22][C:23](=[O:25])[CH3:24])([CH3:21])[C@:18]([F:20])([CH3:19])[CH:14]([N:1]2[CH:9]=[C:7]([CH3:8])[C:5](=[O:6])[NH:4][C:2]2=[O:3])[O:15]1)(=[O:35])[C:29]1[CH:30]=[CH:31][CH:32]=[CH:33][CH:34]=1. The catalyst class is: 10. (9) Reactant: [C:1]([O:5][C:6]([N:8]1[CH2:13][CH2:12][N:11]2[C:14]([CH3:18])=[N:15][C:16](I)=[C:10]2[CH:9]1[CH2:19][CH2:20][C:21]1[CH:26]=[CH:25][C:24]([C:27]([F:30])([F:29])[F:28])=[CH:23][CH:22]=1)=[O:7])([CH3:4])([CH3:3])[CH3:2].[C:31]1(P(C2C=CC=CC=2)C2C=CC=CC=2)C=CC=C[CH:32]=1.C([Sn](CCCC)(CCCC)C=C)CCC.CC(=O)OCC. Product: [C:1]([O:5][C:6]([N:8]1[CH2:13][CH2:12][N:11]2[C:14]([CH3:18])=[N:15][C:16]([CH:31]=[CH2:32])=[C:10]2[CH:9]1[CH2:19][CH2:20][C:21]1[CH:26]=[CH:25][C:24]([C:27]([F:30])([F:29])[F:28])=[CH:23][CH:22]=1)=[O:7])([CH3:4])([CH3:3])[CH3:2]. The catalyst class is: 533.